Task: Predict the reaction yield, written as a fraction of the theoretical maximum amount of product (1.0 means a 100% yield; for example, 0.34 means a 34% yield).. Dataset: Reaction yield outcomes from USPTO patents with 853,638 reactions (1) The reactants are [CH3:1][C:2]1([CH3:34])[O:6][C@@H:5]([CH2:7][N:8]2[C:16]3[C:11](=[CH:12][C:13]([N+:18]([O-:20])=[O:19])=[C:14]([F:17])[CH:15]=3)[CH:10]=[C:9]2[C:21]([CH3:33])([CH3:32])[C:22](OCC2C=CC=CC=2)=[O:23])[CH2:4][O:3]1.CC1(C)O[C@@H](CN2C3C(=CC([N+]([O-])=O)=C(F)C=3)C=C2C(C)(C)C(OC[C@H]2COC(C)(C)O2)=O)CO1.[H-].[H-].[H-].[H-].[Li+].[Al+3]. The catalyst is C1COCC1. The product is [CH3:1][C:2]1([CH3:34])[O:6][C@@H:5]([CH2:7][N:8]2[C:16]3[C:11](=[CH:12][C:13]([N+:18]([O-:20])=[O:19])=[C:14]([F:17])[CH:15]=3)[CH:10]=[C:9]2[C:21]([CH3:33])([CH3:32])[CH2:22][OH:23])[CH2:4][O:3]1. The yield is 0.490. (2) The reactants are O1[C:5]2([CH2:10][CH2:9][CH:8]([O:11][CH2:12][C:13]([CH3:16])([OH:15])[CH3:14])[CH2:7][CH2:6]2)[O:4]CC1.Cl.CC(C)=O. The catalyst is O. The product is [OH:15][C:13]([CH3:16])([CH3:14])[CH2:12][O:11][CH:8]1[CH2:9][CH2:10][C:5](=[O:4])[CH2:6][CH2:7]1. The yield is 0.730. (3) The yield is 0.740. The product is [F:24][C:12]1[CH:13]=[C:14]([O:17][C:18]2[CH:23]=[CH:22][CH:21]=[CH:20][CH:19]=2)[CH:15]=[CH:16][C:11]=1[C:10]1[C:3]2[C:4](=[N:5][CH:6]=[N:7][C:2]=2[NH2:1])[N:8]([C@@H:25]2[CH2:30][CH2:29][CH2:28][NH:27][CH2:26]2)[N:9]=1. The reactants are [NH2:1][C:2]1[N:7]=[CH:6][N:5]=[C:4]2[N:8]([C@@H:25]3[CH2:30][CH2:29][CH2:28][N:27](C(OC(C)(C)C)=O)[CH2:26]3)[N:9]=[C:10]([C:11]3[CH:16]=[CH:15][C:14]([O:17][C:18]4[CH:23]=[CH:22][CH:21]=[CH:20][CH:19]=4)=[CH:13][C:12]=3[F:24])[C:3]=12.FC(F)(F)C(O)=O. The catalyst is ClCCl. (4) The reactants are I[C:2]1[N:11]=[CH:10][C:9]2[CH2:8][CH:7]([NH:12][C:13](=[O:19])[O:14][C:15]([CH3:18])([CH3:17])[CH3:16])[CH2:6][CH2:5][C:4]=2[N:3]=1.[CH3:20][O:21][C:22]1[CH:23]=[CH:24][C:25]2[N:30]([C:31]([O:33][CH2:34][C:35]3[CH:40]=[CH:39][CH:38]=[CH:37][CH:36]=3)=[O:32])[CH2:29][C:28](=[O:41])[NH:27][C:26]=2[N:42]=1.C(=O)([O-])[O-].[K+].[K+]. The catalyst is O1CCOCC1.[Cu]. The product is [CH3:16][C:15]([O:14][C:13]([NH:12][CH:7]1[CH2:6][CH2:5][C:4]2[N:3]=[C:2]([N:27]3[C:28](=[O:41])[CH2:29][N:30]([C:31]([O:33][CH2:34][C:35]4[CH:40]=[CH:39][CH:38]=[CH:37][CH:36]=4)=[O:32])[C:25]4[CH:24]=[CH:23][C:22]([O:21][CH3:20])=[N:42][C:26]3=4)[N:11]=[CH:10][C:9]=2[CH2:8]1)=[O:19])([CH3:18])[CH3:17]. The yield is 0.390. (5) The reactants are [Br:1][C:2]1[C:10]2[C:9]3[CH2:11][N:12]([CH2:22][C:23]([F:26])([F:25])[F:24])[C:13](=[O:21])[C@H:14]([CH2:16][C:17]([O:19]C)=[O:18])[CH2:15][C:8]=3[CH:7]=[C:6]([Br:27])[C:5]=2[NH:4][N:3]=1.O.O.[OH-].[Li+].Cl. The catalyst is CO.O1CCCC1. The product is [Br:1][C:2]1[C:10]2[C:9]3[CH2:11][N:12]([CH2:22][C:23]([F:24])([F:25])[F:26])[C:13](=[O:21])[C@H:14]([CH2:16][C:17]([OH:19])=[O:18])[CH2:15][C:8]=3[CH:7]=[C:6]([Br:27])[C:5]=2[NH:4][N:3]=1. The yield is 0.960.